From a dataset of Forward reaction prediction with 1.9M reactions from USPTO patents (1976-2016). Predict the product of the given reaction. (1) Given the reactants [CH:1]([O:3][CH2:4][CH2:5]Cl)=[CH2:2].[C:7]1(=[O:17])[NH:11][C:10](=[O:12])[C:9]2=[CH:13][CH:14]=[CH:15][CH:16]=[C:8]12.[K].O.NN, predict the reaction product. The product is: [CH:1]([O:3][CH2:4][CH2:5][C:16]1[CH:15]=[CH:14][CH:13]=[C:9]2[C:10]([NH:11][C:7](=[O:17])[C:8]=12)=[O:12])=[CH2:2]. (2) Given the reactants [O:1]1[C:5]2[CH:6]=[CH:7][CH:8]=[CH:9][C:4]=2[CH:3]=[C:2]1[C:10]1[N:14]2[N:15]=[C:16](Cl)[CH:17]=[CH:18][C:13]2=[N:12][CH:11]=1.[NH2:20][CH2:21][CH:22]([C:24]1[CH:29]=[CH:28][C:27]([F:30])=[CH:26][CH:25]=1)[OH:23], predict the reaction product. The product is: [O:1]1[C:5]2[CH:6]=[CH:7][CH:8]=[CH:9][C:4]=2[CH:3]=[C:2]1[C:10]1[N:14]2[N:15]=[C:16]([NH:20][CH2:21][CH:22]([C:24]3[CH:29]=[CH:28][C:27]([F:30])=[CH:26][CH:25]=3)[OH:23])[CH:17]=[CH:18][C:13]2=[N:12][CH:11]=1. (3) Given the reactants [OH-].[Na+].[Br:3][C:4]1[CH:9]=[CH:8][C:7]([C:10]2[C:16]3[CH:17]=[C:18]([O:22][CH3:23])[C:19]([OH:21])=[CH:20][C:15]=3[CH2:14][CH:13]([CH3:24])[N:12]([C:25]([NH:27][CH3:28])=[O:26])[N:11]=2)=[CH:6][CH:5]=1.Cl[C:30]([F:37])([F:36])C(OCC)=O.O, predict the reaction product. The product is: [Br:3][C:4]1[CH:5]=[CH:6][C:7]([C:10]2[C:16]3[CH:17]=[C:18]([O:22][CH3:23])[C:19]([O:21][CH:30]([F:37])[F:36])=[CH:20][C:15]=3[CH2:14][CH:13]([CH3:24])[N:12]([C:25]([NH:27][CH3:28])=[O:26])[N:11]=2)=[CH:8][CH:9]=1.